This data is from NCI-60 drug combinations with 297,098 pairs across 59 cell lines. The task is: Regression. Given two drug SMILES strings and cell line genomic features, predict the synergy score measuring deviation from expected non-interaction effect. Drug 1: CN(CC1=CN=C2C(=N1)C(=NC(=N2)N)N)C3=CC=C(C=C3)C(=O)NC(CCC(=O)O)C(=O)O. Drug 2: CC1CCCC2(C(O2)CC(NC(=O)CC(C(C(=O)C(C1O)C)(C)C)O)C(=CC3=CSC(=N3)C)C)C. Cell line: HCT116. Synergy scores: CSS=86.8, Synergy_ZIP=-2.26, Synergy_Bliss=-3.50, Synergy_Loewe=-1.34, Synergy_HSA=1.41.